From a dataset of Catalyst prediction with 721,799 reactions and 888 catalyst types from USPTO. Predict which catalyst facilitates the given reaction. (1) Reactant: [F:1][C:2]1[CH:3]=[CH:4][C:5]2[N:6]([C:8]([C:11]3[N:16]=[C:15]([NH:17][C@@H:18]4[CH2:23][CH2:22][CH2:21][NH:20][CH2:19]4)[CH:14]=[CH:13][N:12]=3)=[CH:9][N:10]=2)[CH:7]=1.[C:24]([CH2:26][S:27](Cl)(=[O:29])=[O:28])#[N:25].C(N(CC)CC)C. Product: [F:1][C:2]1[CH:3]=[CH:4][C:5]2[N:6]([C:8]([C:11]3[N:16]=[C:15]([NH:17][C@@H:18]4[CH2:23][CH2:22][CH2:21][N:20]([S:27]([CH2:26][C:24]#[N:25])(=[O:29])=[O:28])[CH2:19]4)[CH:14]=[CH:13][N:12]=3)=[CH:9][N:10]=2)[CH:7]=1. The catalyst class is: 46. (2) Reactant: [C:1]([O:5][C:6](=[O:20])[NH:7][C:8]1[S:12][N:11]=[C:10]([S:13][CH2:14][C:15](=[O:19])[N:16]([CH3:18])[CH3:17])[N:9]=1)([CH3:4])([CH3:3])[CH3:2].[CH3:21][O:22][C:23]1[CH:30]=[CH:29][C:26]([CH2:27]Cl)=[CH:25][CH:24]=1.C1CCN2C(=NCCC2)CC1. Product: [C:1]([O:5][C:6](=[O:20])[N:7]([C:8]1[S:12][N:11]=[C:10]([S:13][CH2:14][C:15](=[O:19])[N:16]([CH3:17])[CH3:18])[N:9]=1)[CH2:27][C:26]1[CH:29]=[CH:30][C:23]([O:22][CH3:21])=[CH:24][CH:25]=1)([CH3:4])([CH3:2])[CH3:3]. The catalyst class is: 155. (3) Reactant: [C:1]1([CH:7]([C:21]2[CH:26]=[CH:25][CH:24]=[CH:23][CH:22]=2)[N:8]2[CH2:11][C:10](=[N:12][NH:13][C:14]([O:16][C:17]([CH3:20])([CH3:19])[CH3:18])=[O:15])[CH2:9]2)[CH:6]=[CH:5][CH:4]=[CH:3][CH:2]=1.C([BH3-])#N.[Na+]. Product: [C:21]1([CH:7]([C:1]2[CH:2]=[CH:3][CH:4]=[CH:5][CH:6]=2)[N:8]2[CH2:11][CH:10]([NH:12][NH:13][C:14]([O:16][C:17]([CH3:20])([CH3:19])[CH3:18])=[O:15])[CH2:9]2)[CH:22]=[CH:23][CH:24]=[CH:25][CH:26]=1. The catalyst class is: 15. (4) Reactant: Br[CH:2]1[C:6](=O)[CH2:5][CH:4]([C:8]([O:10][CH3:11])=[O:9])[CH2:3]1.[Cl:12][CH2:13][CH2:14][CH2:15][O:16][C:17]1[CH:22]=[CH:21][C:20]([C:23](=[S:25])[NH2:24])=[CH:19][CH:18]=1. Product: [Cl:12][CH2:13][CH2:14][CH2:15][O:16][C:17]1[CH:22]=[CH:21][C:20]([C:23]2[S:25][C:6]3[CH2:5][CH:4]([C:8]([O:10][CH3:11])=[O:9])[CH2:3][C:2]=3[N:24]=2)=[CH:19][CH:18]=1. The catalyst class is: 8. (5) Reactant: [CH3:1][O:2][C@H:3]1[CH2:8][CH2:7][CH2:6][C@@H:5]([NH:9][C:10]2[C:15]([C:16]([O:18]CC)=[O:17])=[CH:14][N:13]=[C:12]([S:21][CH3:22])[N:11]=2)[CH2:4]1.[OH-].[Na+].C(O)(=O)CC(CC(O)=O)(C(O)=O)O. Product: [CH3:1][O:2][C@H:3]1[CH2:8][CH2:7][CH2:6][C@@H:5]([NH:9][C:10]2[C:15]([C:16]([OH:18])=[O:17])=[CH:14][N:13]=[C:12]([S:21][CH3:22])[N:11]=2)[CH2:4]1. The catalyst class is: 8. (6) Reactant: [CH2:1](Br)[C:2]1[CH:7]=[CH:6][CH:5]=[CH:4][CH:3]=1.[F:9][C:10]1[CH:15]=[CH:14][C:13]([C:16](=[O:18])[CH3:17])=[C:12]([OH:19])[CH:11]=1.C(=O)([O-])[O-].[K+].[K+].Cl. Product: [CH2:1]([O:19][C:12]1[CH:11]=[C:10]([F:9])[CH:15]=[CH:14][C:13]=1[C:16](=[O:18])[CH3:17])[C:2]1[CH:7]=[CH:6][CH:5]=[CH:4][CH:3]=1. The catalyst class is: 9. (7) Reactant: [C:1](Cl)(=[O:3])[CH3:2].[NH2:5][CH2:6][CH2:7][O:8][C:9]1[CH:14]=[CH:13][C:12]([C:15]2([OH:27])[CH2:19][CH2:18][CH2:17][CH:16]2[NH:20][S:21]([CH:24]([CH3:26])[CH3:25])(=[O:23])=[O:22])=[CH:11][CH:10]=1.C(N(CC)CC)C. Product: [OH:27][C:15]1([C:12]2[CH:13]=[CH:14][C:9]([O:8][CH2:7][CH2:6][NH:5][C:1](=[O:3])[CH3:2])=[CH:10][CH:11]=2)[CH2:19][CH2:18][CH2:17][CH:16]1[NH:20][S:21]([CH:24]([CH3:25])[CH3:26])(=[O:23])=[O:22]. The catalyst class is: 2. (8) Reactant: [N+]([O-])(O)=O.N([O-])=O.[Na+].[CH:9]1([CH2:12][N:13]2[C:17]([CH2:18][OH:19])=[CH:16][N:15]=[C:14]2S)[CH2:11][CH2:10]1.C(=O)([O-])[O-].[K+].[K+]. Product: [CH:9]1([CH2:12][N:13]2[C:17]([CH2:18][OH:19])=[CH:16][N:15]=[CH:14]2)[CH2:10][CH2:11]1. The catalyst class is: 6. (9) Reactant: [C:1]([O:5][C:6](=[O:26])[NH:7][CH2:8][CH:9]1[C:13](=[O:14])[N:12]([C:15]2[CH:20]=[CH:19][C:18]([C:21]#[N:22])=[C:17]([Cl:23])[C:16]=2[CH3:24])[C:11](=[O:25])[NH:10]1)([CH3:4])([CH3:3])[CH3:2].[CH3:27][Si]([N-][Si](C)(C)C)(C)C.[K+].IC. Product: [C:1]([O:5][C:6](=[O:26])[NH:7][CH2:8][CH:9]1[C:13](=[O:14])[N:12]([C:15]2[CH:20]=[CH:19][C:18]([C:21]#[N:22])=[C:17]([Cl:23])[C:16]=2[CH3:24])[C:11](=[O:25])[N:10]1[CH3:27])([CH3:4])([CH3:2])[CH3:3]. The catalyst class is: 18.